Dataset: Full USPTO retrosynthesis dataset with 1.9M reactions from patents (1976-2016). Task: Predict the reactants needed to synthesize the given product. Given the product [CH2:9]([O:8][P:6]([CH:11]([CH2:21][CH2:20][CH:19]=[CH2:18])[C:12]([O:14][CH2:15][CH3:16])=[O:13])([O:5][CH2:3][CH3:4])=[O:7])[CH3:10], predict the reactants needed to synthesize it. The reactants are: [H-].[Na+].[CH2:3]([O:5][P:6]([CH2:11][C:12]([O:14][CH2:15][CH3:16])=[O:13])([O:8][CH2:9][CH3:10])=[O:7])[CH3:4].Br[CH2:18][CH2:19][CH:20]=[CH2:21].